This data is from Forward reaction prediction with 1.9M reactions from USPTO patents (1976-2016). The task is: Predict the product of the given reaction. (1) Given the reactants [N:1]1[C:10]2[C:5](=[CH:6][C:7]([CH2:11][N:12]3[C:16]4=[N:17][C:18]([C:21](=O)[CH3:22])=[CH:19][N:20]=[C:15]4[N:14]=[N:13]3)=[CH:8][CH:9]=2)[CH:4]=[CH:3][CH:2]=1.Cl.[NH2:25][O:26][CH:27]([CH3:30])[CH2:28][OH:29], predict the reaction product. The product is: [OH:29][CH2:28][CH:27]([O:26]/[N:25]=[C:21](/[C:18]1[N:17]=[C:16]2[N:12]([CH2:11][C:7]3[CH:6]=[C:5]4[C:10](=[CH:9][CH:8]=3)[N:1]=[CH:2][CH:3]=[CH:4]4)[N:13]=[N:14][C:15]2=[N:20][CH:19]=1)\[CH3:22])[CH3:30]. (2) The product is: [Cl:14][C:12]1[N:13]=[C:8]([N:1]2[CH2:6][CH2:5][O:4][CH2:3][CH2:2]2)[C:9]2[CH:17]=[CH:16][S:15][C:10]=2[N:11]=1. Given the reactants [NH:1]1[CH2:6][CH2:5][O:4][CH2:3][CH2:2]1.Cl[C:8]1[C:9]2[CH:17]=[CH:16][S:15][C:10]=2[N:11]=[C:12]([Cl:14])[N:13]=1, predict the reaction product. (3) Given the reactants Cl[C:2]1[C:11]([CH:12]=[O:13])=[CH:10][C:9]2[CH:8]=[C:7]3[O:14][CH2:15][O:16][C:6]3=[CH:5][C:4]=2[N:3]=1.[CH3:17][NH2:18], predict the reaction product. The product is: [CH3:17][NH:18][C:2]1[C:11]([CH:12]=[O:13])=[CH:10][C:9]2[CH:8]=[C:7]3[O:14][CH2:15][O:16][C:6]3=[CH:5][C:4]=2[N:3]=1. (4) Given the reactants C([O:8][C:9]1[C:32]([O:33][CH3:34])=[CH:31][C:12]2[C:13](=[O:30])[N:14]3[CH2:28][C:27](=[O:29])[CH2:26][C@H:15]3[C@H:16]([OH:25])[N:17]([C:18]([O:20][C:21]([CH3:24])([CH3:23])[CH3:22])=[O:19])[C:11]=2[CH:10]=1)C1C=CC=CC=1.OCC1(OC[C@@H](O)[C@@H](O)[C@H]1O)O, predict the reaction product. The product is: [C:21]([O:20][C:18]([N:17]1[C:11]2[CH:10]=[C:9]([OH:8])[C:32]([O:33][CH3:34])=[CH:31][C:12]=2[C:13](=[O:30])[N:14]2[CH2:28][C:27](=[O:29])[CH2:26][C@H:15]2[C@@H:16]1[OH:25])=[O:19])([CH3:24])([CH3:22])[CH3:23]. (5) Given the reactants [CH3:1][N:2]1[CH2:7][CH2:6][C:5](=[O:8])[CH2:4][CH2:3]1.CO[CH:11](OC)[N:12]([CH3:14])[CH3:13].C([O-])([O-])=O.[K+].[K+].CO, predict the reaction product. The product is: [CH3:11][N:12]([CH:14]=[C:4]1[C:5](=[O:8])[CH2:6][CH2:7][N:2]([CH3:1])[CH2:3]1)[CH3:13]. (6) The product is: [Cl:2][C:3]1[CH:8]=[C:7]([Cl:9])[CH:6]=[CH:5][C:4]=1[S:10]([NH:13][CH2:14][CH2:15][CH2:16][CH2:17][NH:18][C:19]([C@@H:20]([NH:21][C:37]([C:29]1[O:30][C:31]2[C:32](=[N:33][CH:34]=[CH:35][CH:36]=2)[C:28]=1[CH3:27])=[O:38])[CH2:22][CH:23]([CH3:24])[CH3:25])=[O:26])(=[O:11])=[O:12]. Given the reactants Cl.[Cl:2][C:3]1[CH:8]=[C:7]([Cl:9])[CH:6]=[CH:5][C:4]=1[S:10]([NH:13][CH2:14][CH2:15][CH2:16][CH2:17][NH:18][C:19](=[O:26])[C@H:20]([CH2:22][CH:23]([CH3:25])[CH3:24])[NH2:21])(=[O:12])=[O:11].[CH3:27][C:28]1[C:32]2=[N:33][CH:34]=[CH:35][CH:36]=[C:31]2[O:30][C:29]=1[C:37](O)=[O:38].C1C=CC2N(O)N=NC=2C=1.CCN=C=NCCCN(C)C.Cl.C(N(CC)CC)C, predict the reaction product.